From a dataset of Reaction yield outcomes from USPTO patents with 853,638 reactions. Predict the reaction yield, written as a fraction of the theoretical maximum amount of product (1.0 means a 100% yield; for example, 0.34 means a 34% yield). (1) The reactants are C([O:8][C:9]1[C:14]([CH3:15])=[CH:13][C:12]([C:16]2[NH:17][C:18](=[O:30])[C:19]3[C:20]([O:28][CH3:29])=[CH:21][C:22]([O:26]C)=[N:23][C:24]=3[CH:25]=2)=[CH:11][C:10]=1[CH3:31])C1C=CC=CC=1.B(Br)(Br)Br.[ClH:36].CCOCC. The catalyst is ClCCl. The product is [ClH:36].[OH:26][C:22]1[CH:21]=[C:20]([O:28][CH3:29])[C:19]2[C:18](=[O:30])[NH:17][C:16]([C:12]3[CH:13]=[C:14]([CH3:15])[C:9]([OH:8])=[C:10]([CH3:31])[CH:11]=3)=[CH:25][C:24]=2[N:23]=1. The yield is 0.370. (2) The reactants are F[C:2]1[CH:7]=[CH:6][C:5]([N+:8]([O-:10])=[O:9])=[CH:4][C:3]=1[F:11].C([O-])([O-])=O.[K+].[K+].[NH:18]1[CH:22]=[CH:21][CH:20]=[CH:19]1. The catalyst is CS(C)=O.O. The product is [F:11][C:3]1[CH:4]=[C:5]([N+:8]([O-:10])=[O:9])[CH:6]=[CH:7][C:2]=1[N:18]1[CH:22]=[CH:21][CH:20]=[CH:19]1. The yield is 0.970.